Dataset: Reaction yield outcomes from USPTO patents with 853,638 reactions. Task: Predict the reaction yield, written as a fraction of the theoretical maximum amount of product (1.0 means a 100% yield; for example, 0.34 means a 34% yield). (1) The reactants are [F:1][C:2]1[CH:7]=[C:6]([F:8])[CH:5]=[CH:4][C:3]=1[N:9]1[N:17]=[C:16]([C:18]([NH:20][NH2:21])=[O:19])[C:15]2[CH:14]3[CH2:22][CH:11]([CH2:12][CH2:13]3)[C:10]1=2.C(N(CC)CC)C.[C:30](Cl)(=O)[C:31]([CH3:34])([CH3:33])[CH3:32].S(Cl)(Cl)=O. The catalyst is ClCCl. The product is [C:31]([C:34]1[O:19][C:18]([C:16]2[C:15]3[CH:14]4[CH2:22][CH:11]([C:10]=3[N:9]([C:3]3[CH:4]=[CH:5][C:6]([F:8])=[CH:7][C:2]=3[F:1])[N:17]=2)[CH2:12][CH2:13]4)=[N:20][N:21]=1)([CH3:33])([CH3:32])[CH3:30]. The yield is 0.650. (2) The reactants are [CH2:1]([S:8][C:9]1[N:10]=[C:11]([NH:19][C@H:20]([CH2:23][CH2:24][CH3:25])[CH2:21][OH:22])[C:12]2[S:17][C:16](Cl)=[N:15][C:13]=2[N:14]=1)[C:2]1[CH:7]=[CH:6][CH:5]=[CH:4][CH:3]=1.[OH-:26].[K+].[CH3:28]O. No catalyst specified. The product is [CH2:1]([S:8][C:9]1[N:10]=[C:11]([NH:19][C@H:20]([CH2:23][CH2:24][CH3:25])[CH2:21][OH:22])[C:12]2[S:17][C:16]([O:26][CH3:28])=[N:15][C:13]=2[N:14]=1)[C:2]1[CH:7]=[CH:6][CH:5]=[CH:4][CH:3]=1. The yield is 1.00. (3) The reactants are [Cl:1][C:2]1[C:7]([C:8]2([CH3:11])[CH2:10][CH2:9]2)=[CH:6][C:5]([NH:12][CH2:13][C:14]([OH:16])=O)=[C:4]([O:17][CH3:18])[CH:3]=1.[N:19]1([CH:25]2[CH2:28][N:27]([C:29]([O:31][C:32]([CH3:35])([CH3:34])[CH3:33])=[O:30])[CH2:26]2)[CH2:24][CH2:23][NH:22][CH2:21][CH2:20]1.F[P-](F)(F)(F)(F)F.N1(O[P+](N(C)C)(N(C)C)N(C)C)C2C=CC=CC=2N=N1.CCN(C(C)C)C(C)C. The catalyst is CN(C=O)C. The product is [Cl:1][C:2]1[C:7]([C:8]2([CH3:11])[CH2:9][CH2:10]2)=[CH:6][C:5]([NH:12][CH2:13][C:14]([N:22]2[CH2:23][CH2:24][N:19]([CH:25]3[CH2:26][N:27]([C:29]([O:31][C:32]([CH3:35])([CH3:34])[CH3:33])=[O:30])[CH2:28]3)[CH2:20][CH2:21]2)=[O:16])=[C:4]([O:17][CH3:18])[CH:3]=1. The yield is 0.950. (4) The reactants are [N+:1]([C:4]1[CH:5]=[N:6][CH:7]=[CH:8][C:9]=1[C:10]1[CH2:15][CH2:14][CH2:13][CH:12]([N:16]2[C:24](=[O:25])[C:23]3[C:18](=[CH:19][CH:20]=[CH:21][CH:22]=3)[C:17]2=[O:26])[CH:11]=1)([O-])=O. The catalyst is CC(O)=O.[Fe]. The product is [NH2:1][C:4]1[CH:5]=[N:6][CH:7]=[CH:8][C:9]=1[C:10]1[CH2:15][CH2:14][CH2:13][CH:12]([N:16]2[C:17](=[O:26])[C:18]3[C:23](=[CH:22][CH:21]=[CH:20][CH:19]=3)[C:24]2=[O:25])[CH:11]=1. The yield is 0.960. (5) The reactants are [CH2:1]([O:8][C:9]1[C:10]([C:41]([O:43]C)=[O:42])=[N:11][C:12]([C:15]2[C:16]([N:35]([CH3:40])[S:36]([CH3:39])(=[O:38])=[O:37])=[CH:17][C:18]3[O:22][C:21]([C:23]4[CH:28]=[CH:27][C:26]([F:29])=[CH:25][CH:24]=4)=[C:20]([C:30](=[O:33])[NH:31][CH3:32])[C:19]=3[CH:34]=2)=[CH:13][CH:14]=1)[C:2]1[CH:7]=[CH:6][CH:5]=[CH:4][CH:3]=1.[OH-].[Na+].Cl. The catalyst is CO. The product is [CH2:1]([O:8][C:9]1[C:10]([C:41]([OH:43])=[O:42])=[N:11][C:12]([C:15]2[C:16]([N:35]([CH3:40])[S:36]([CH3:39])(=[O:37])=[O:38])=[CH:17][C:18]3[O:22][C:21]([C:23]4[CH:24]=[CH:25][C:26]([F:29])=[CH:27][CH:28]=4)=[C:20]([C:30](=[O:33])[NH:31][CH3:32])[C:19]=3[CH:34]=2)=[CH:13][CH:14]=1)[C:2]1[CH:3]=[CH:4][CH:5]=[CH:6][CH:7]=1. The yield is 1.02. (6) The reactants are [Cl:1][C:2]1[S:6][C:5]([C:7]([OH:9])=O)=[CH:4][C:3]=1[C:10]1[N:14]([CH3:15])[N:13]=[CH:12][C:11]=1[F:16].[NH2:17][C@@H:18]([CH2:31][C:32]1[CH:37]=[CH:36][CH:35]=[CH:34][C:33]=1[C:38]([F:41])([F:40])[F:39])[CH2:19][N:20]1[C:28](=[O:29])[C:27]2[C:22](=[CH:23][CH:24]=[CH:25][CH:26]=2)[C:21]1=[O:30].C(N(C(C)C)CC)(C)C.F[P-](F)(F)(F)(F)F.Br[P+](N1CCCC1)(N1CCCC1)N1CCCC1. The catalyst is C(Cl)Cl. The product is [Cl:1][C:2]1[S:6][C:5]([C:7]([NH:17][C@@H:18]([CH2:31][C:32]2[CH:37]=[CH:36][CH:35]=[CH:34][C:33]=2[C:38]([F:41])([F:39])[F:40])[CH2:19][N:20]2[C:28](=[O:29])[C:27]3[C:22](=[CH:23][CH:24]=[CH:25][CH:26]=3)[C:21]2=[O:30])=[O:9])=[CH:4][C:3]=1[C:10]1[N:14]([CH3:15])[N:13]=[CH:12][C:11]=1[F:16]. The yield is 0.635.